From a dataset of Forward reaction prediction with 1.9M reactions from USPTO patents (1976-2016). Predict the product of the given reaction. The product is: [CH3:34][O:35][CH2:36][C:37]([O:32][C@:16]1([CH2:15][CH2:14][N:13]([CH2:12][CH2:11][CH2:10][C:2]2[NH:3][C:4]3[CH:9]=[CH:8][CH:7]=[CH:6][C:5]=3[N:1]=2)[CH3:33])[CH2:25][C:24]([F:27])([F:26])[C:23]2[C:18](=[CH:19][CH:20]=[C:21]([F:28])[CH:22]=2)[C@@H:17]1[CH:29]([CH3:31])[CH3:30])=[O:38]. Given the reactants [NH:1]1[C:5]2[CH:6]=[CH:7][CH:8]=[CH:9][C:4]=2[N:3]=[C:2]1[CH2:10][CH2:11][CH2:12][N:13]([CH3:33])[CH2:14][CH2:15][C@@:16]1([OH:32])[CH2:25][C:24]([F:27])([F:26])[C:23]2[C:18](=[CH:19][CH:20]=[C:21]([F:28])[CH:22]=2)[C@@H:17]1[CH:29]([CH3:31])[CH3:30].[CH3:34][O:35][CH2:36][C:37](OC1C([2H])([2H])C([2H])([2H])C2C(=CC=C(F)C=2)C1C(C)C)=[O:38], predict the reaction product.